From a dataset of Forward reaction prediction with 1.9M reactions from USPTO patents (1976-2016). Predict the product of the given reaction. (1) Given the reactants [N+:1]([C:4]1[C:5]([CH:15]=O)=[N:6][N:7]([CH:9]2[CH2:14][CH2:13][CH2:12][CH2:11][O:10]2)[CH:8]=1)([O-:3])=[O:2].[F:17][C:18]1[CH:19]=[C:20]([NH2:33])[C:21]([NH2:32])=[CH:22][C:23]=1[N:24]1[CH2:30][CH2:29][CH2:28][N:27]([CH3:31])[CH2:26][CH2:25]1, predict the reaction product. The product is: [F:17][C:18]1[C:23]([N:24]2[CH2:30][CH2:29][CH2:28][N:27]([CH3:31])[CH2:26][CH2:25]2)=[CH:22][C:21]2[NH:32][C:15]([C:5]3[C:4]([N+:1]([O-:3])=[O:2])=[CH:8][N:7]([CH:9]4[CH2:14][CH2:13][CH2:12][CH2:11][O:10]4)[N:6]=3)=[N:33][C:20]=2[CH:19]=1. (2) Given the reactants [Br:1][C:2]1[CH:3]=[C:4]([C:8]2([C:18]3[CH:23]=[CH:22][CH:21]=[C:20]([OH:24])[CH:19]=3)[C:12]3=[N:13][CH2:14][CH2:15][CH2:16][N:11]3[C:10](=[S:17])[NH:9]2)[CH:5]=[CH:6][CH:7]=1.[CH:25]1([S:28](Cl)(=[O:30])=[O:29])[CH2:27][CH2:26]1, predict the reaction product. The product is: [CH:25]1([S:28]([O:24][C:20]2[CH:21]=[CH:22][CH:23]=[C:18]([C:8]3([C:4]4[CH:5]=[CH:6][CH:7]=[C:2]([Br:1])[CH:3]=4)[C:12]4=[N:13][CH2:14][CH2:15][CH2:16][N:11]4[C:10](=[S:17])[NH:9]3)[CH:19]=2)(=[O:30])=[O:29])[CH2:27][CH2:26]1. (3) Given the reactants Cl[C:2]([O:4][C:5]1[CH:10]=[CH:9][C:8]([N+:11]([O-:13])=[O:12])=[CH:7][CH:6]=1)=[O:3].[F:14][C:15]([F:34])([F:33])[O:16][C:17]1[CH:22]=[CH:21][C:20]([CH:23]2[CH2:28][NH:27][CH2:26][CH:25]([C:29]([O:31][CH3:32])=[O:30])[CH2:24]2)=[CH:19][CH:18]=1.C(N(CC)CC)C, predict the reaction product. The product is: [F:34][C:15]([F:14])([F:33])[O:16][C:17]1[CH:22]=[CH:21][C:20]([CH:23]2[CH2:28][N:27]([C:2]([O:4][C:5]3[CH:10]=[CH:9][C:8]([N+:11]([O-:13])=[O:12])=[CH:7][CH:6]=3)=[O:3])[CH2:26][CH:25]([C:29]([O:31][CH3:32])=[O:30])[CH2:24]2)=[CH:19][CH:18]=1. (4) Given the reactants C=C.[C:3]([CH2:28][CH2:29]I)([C:6]([C:9]([C:12]([C:15]([C:18]([C:21]([C:24]([F:27])([F:26])[F:25])([F:23])[F:22])([F:20])[F:19])([F:17])[F:16])([F:14])[F:13])([F:11])[F:10])([F:8])[F:7])([F:5])[F:4].FF.FI.[K+].[C:36]([O-:40])(=[O:39])[CH:37]=[CH2:38], predict the reaction product. The product is: [C:3]([CH2:28][CH2:29][O:40][C:36]([CH:37]=[CH2:38])=[O:39])([C:6]([C:9]([C:12]([C:15]([C:18]([C:21]([C:24]([F:27])([F:26])[F:25])([F:23])[F:22])([F:20])[F:19])([F:17])[F:16])([F:14])[F:13])([F:11])[F:10])([F:8])[F:7])([F:5])[F:4]. (5) Given the reactants [CH2:1]([O:3][C:4]1[CH:8]=[C:7]([C:9]([OH:11])=O)[N:6]([CH3:12])[N:5]=1)[CH3:2].O1CCCC1.C(Cl)(=O)C(Cl)=O.[NH2:24][C:25]1[CH:26]=[C:27]([CH:44]=[CH:45][C:46]=1[F:47])[O:28][C:29]1[CH:30]=[CH:31][C:32]2[N:33]([CH:35]=[C:36]([NH:38][C:39]([CH:41]3[CH2:43][CH2:42]3)=[O:40])[N:37]=2)[N:34]=1, predict the reaction product. The product is: [CH:41]1([C:39]([NH:38][C:36]2[N:37]=[C:32]3[CH:31]=[CH:30][C:29]([O:28][C:27]4[CH:44]=[CH:45][C:46]([F:47])=[C:25]([NH:24][C:9]([C:7]5[N:6]([CH3:12])[N:5]=[C:4]([O:3][CH2:1][CH3:2])[CH:8]=5)=[O:11])[CH:26]=4)=[N:34][N:33]3[CH:35]=2)=[O:40])[CH2:42][CH2:43]1.